From a dataset of NCI-60 drug combinations with 297,098 pairs across 59 cell lines. Regression. Given two drug SMILES strings and cell line genomic features, predict the synergy score measuring deviation from expected non-interaction effect. (1) Drug 1: C1=CC=C(C(=C1)C(C2=CC=C(C=C2)Cl)C(Cl)Cl)Cl. Drug 2: CN1C2=C(C=C(C=C2)N(CCCl)CCCl)N=C1CCCC(=O)O.Cl. Cell line: TK-10. Synergy scores: CSS=-0.664, Synergy_ZIP=0.478, Synergy_Bliss=0.520, Synergy_Loewe=-10.4, Synergy_HSA=-7.87. (2) Drug 1: C1=NC2=C(N=C(N=C2N1C3C(C(C(O3)CO)O)F)Cl)N. Drug 2: C1CNP(=O)(OC1)N(CCCl)CCCl. Cell line: OVCAR-8. Synergy scores: CSS=26.7, Synergy_ZIP=-4.73, Synergy_Bliss=1.61, Synergy_Loewe=-86.2, Synergy_HSA=0.283.